From a dataset of Catalyst prediction with 721,799 reactions and 888 catalyst types from USPTO. Predict which catalyst facilitates the given reaction. Reactant: [C:1]([CH2:3][C:4]([NH:6][CH2:7][CH2:8][CH:9]([NH:11][C:12](=[O:16])[CH2:13][C:14]#[N:15])[CH3:10])=[O:5])#[N:2].[OH:17][C:18]1[CH:19]=[C:20]([CH:23]=[C:24]([OH:27])[C:25]=1[OH:26])[CH:21]=O. Product: [C:1]([C:3](=[CH:21][C:20]1[CH:19]=[C:18]([OH:17])[C:25]([OH:26])=[C:24]([OH:27])[CH:23]=1)[C:4]([NH:6][CH2:7][CH2:8][CH:9]([NH:11][C:12](=[O:16])[C:13]([C:14]#[N:15])=[CH:21][C:20]1[CH:19]=[C:18]([OH:17])[C:25]([OH:26])=[C:24]([OH:27])[CH:23]=1)[CH3:10])=[O:5])#[N:2]. The catalyst class is: 495.